Dataset: Full USPTO retrosynthesis dataset with 1.9M reactions from patents (1976-2016). Task: Predict the reactants needed to synthesize the given product. (1) Given the product [CH:1]1([N:7]([CH2:27][CH:28]=[O:29])[C:8](=[O:26])[CH2:9][CH2:10][O:11][CH2:12][CH2:13][C:14]2[CH:19]=[CH:18][CH:17]=[C:16]([C:20]3[CH:21]=[N:22][N:23]([CH3:25])[CH:24]=3)[CH:15]=2)[CH2:6][CH2:5][CH2:4][CH2:3][CH2:2]1, predict the reactants needed to synthesize it. The reactants are: [CH:1]1([N:7]([CH2:27][CH:28](OC)[O:29]C)[C:8](=[O:26])[CH2:9][CH2:10][O:11][CH2:12][CH2:13][C:14]2[CH:19]=[CH:18][CH:17]=[C:16]([C:20]3[CH:21]=[N:22][N:23]([CH3:25])[CH:24]=3)[CH:15]=2)[CH2:6][CH2:5][CH2:4][CH2:3][CH2:2]1.O.C1(C)C=CC(S(O)(=O)=O)=CC=1. (2) Given the product [CH2:1]([O:3][C:4]([C:6]1[CH:7]=[C:8]2[C:13](=[CH:14][CH:15]=1)[NH:12][CH:11]([C:16]1[CH:21]=[CH:20][CH:19]=[C:18]([NH:22][C:37]([N:31]3[CH2:36][CH2:35][CH2:34][CH2:33][CH2:32]3)=[O:38])[CH:17]=1)[C:10]([CH3:23])([CH3:24])[CH2:9]2)=[O:5])[CH3:2], predict the reactants needed to synthesize it. The reactants are: [CH2:1]([O:3][C:4]([C:6]1[CH:7]=[C:8]2[C:13](=[CH:14][CH:15]=1)[NH:12][CH:11]([C:16]1[CH:21]=[CH:20][CH:19]=[C:18]([NH2:22])[CH:17]=1)[C:10]([CH3:24])([CH3:23])[CH2:9]2)=[O:5])[CH3:2].N1C=CC=CC=1.[N:31]1([C:37](Cl)=[O:38])[CH2:36][CH2:35][CH2:34][CH2:33][CH2:32]1. (3) Given the product [Br:18][C:19]1[C:28]2[C:23](=[CH:24][CH:25]=[CH:26][CH:27]=2)[CH:22]=[CH:21][C:20]=1[CH2:29][N:15]1[C:5]2=[N:6][C:7]([C:11]([O:13][CH3:14])=[O:12])=[CH:8][C:9]([CH3:10])=[C:4]2[N:3]=[C:2]1[CH3:1], predict the reactants needed to synthesize it. The reactants are: [CH3:1][C:2]1[NH:3][C:4]2[C:5]([N:15]=1)=[N:6][C:7]([C:11]([O:13][CH3:14])=[O:12])=[CH:8][C:9]=2[CH3:10].[H-].[Na+].[Br:18][C:19]1[C:28]2[C:23](=[CH:24][CH:25]=[CH:26][CH:27]=2)[CH:22]=[CH:21][C:20]=1[CH2:29]Br.C(OC(C)C)(C)C. (4) The reactants are: CCN(C(C)C)C(C)C.[OH:10][C:11]1[C:20]([OH:21])=[C:19]2[C:14]([CH:15]=[C:16]([C:23]([OH:25])=O)[C:17](=[O:22])[O:18]2)=[CH:13][CH:12]=1.CN(C(ON1N=NC2C=CC=NC1=2)=[N+](C)C)C.F[P-](F)(F)(F)(F)F.[N:50]1[C:51]([C:59]2[CH:60]=[C:61]([NH2:65])[CH:62]=[CH:63][CH:64]=2)=[CH:52][N:53]2[CH:58]=[CH:57][CH:56]=[CH:55][C:54]=12. Given the product [N:50]1[C:51]([C:59]2[CH:60]=[C:61]([NH:65][C:23]([C:16]3[C:17](=[O:22])[O:18][C:19]4[C:14]([CH:15]=3)=[CH:13][CH:12]=[C:11]([OH:10])[C:20]=4[OH:21])=[O:25])[CH:62]=[CH:63][CH:64]=2)=[CH:52][N:53]2[CH:58]=[CH:57][CH:56]=[CH:55][C:54]=12, predict the reactants needed to synthesize it. (5) Given the product [CH3:29][O:28][C:26]1[CH:25]=[C:23]([NH:24][C:11](=[O:12])[C:10]2[C:9]([F:8])=[CH:17][CH:16]=[CH:15][C:14]=2[F:18])[CH:22]=[C:21]([O:20][CH3:19])[CH:27]=1, predict the reactants needed to synthesize it. The reactants are: C(N(CC)CC)C.[F:8][C:9]1[CH:17]=[CH:16][CH:15]=[C:14]([F:18])[C:10]=1[C:11](Cl)=[O:12].[CH3:19][O:20][C:21]1[CH:22]=[C:23]([CH:25]=[C:26]([O:28][CH3:29])[CH:27]=1)[NH2:24].